From a dataset of Forward reaction prediction with 1.9M reactions from USPTO patents (1976-2016). Predict the product of the given reaction. Given the reactants [CH2:1]([O:6][C:7]1[CH:12]=[CH:11][C:10]([C:13]2[N:14]([CH2:24][C:25](O)=[O:26])[C:15]([C:18]3[CH:23]=[CH:22][CH:21]=[CH:20][CH:19]=3)=[CH:16][CH:17]=2)=[CH:9][CH:8]=1)[CH2:2][CH2:3][CH:4]=[CH2:5].C(N1C=CN=C1)(N1C=CN=C1)=[O:29].[ClH:40].[N:41]1([C:46]([NH2:48])=[NH:47])[CH:45]=[CH:44][CH:43]=N1.CN(C1C=CC=CN=1)C, predict the reaction product. The product is: [Cl:40][C:19]1[CH:20]=[CH:21][CH:22]=[CH:23][C:18]=1[C:15]1[N:14]([CH2:24][C:25]([NH:48][C:46]([NH:41][CH2:45][CH2:44][CH2:43][OH:29])=[NH:47])=[O:26])[C:13]([C:10]2[CH:11]=[CH:12][C:7]([O:6][CH2:1][CH2:2][CH2:3][CH:4]=[CH2:5])=[CH:8][CH:9]=2)=[CH:17][CH:16]=1.